From a dataset of Full USPTO retrosynthesis dataset with 1.9M reactions from patents (1976-2016). Predict the reactants needed to synthesize the given product. (1) Given the product [Cl:15][C:14]([Cl:17])([Cl:16])[CH:9]([C:8]1[CH:7]=[C:6]([OH:5])[CH:13]=[CH:12][CH:11]=1)[OH:10], predict the reactants needed to synthesize it. The reactants are: [Al].[Pb](Br)Br.[OH:5][C:6]1[CH:7]=[C:8]([CH:11]=[CH:12][CH:13]=1)[CH:9]=[O:10].[C:14](Cl)([Cl:17])([Cl:16])[Cl:15]. (2) Given the product [I:14][C:2]1[CH:3]=[N:4][C:5]2[C:10]([CH:11]=1)=[CH:9][C:8]([OH:12])=[CH:7][C:6]=2[CH3:13], predict the reactants needed to synthesize it. The reactants are: Br[C:2]1[CH:3]=[N:4][C:5]2[C:10]([CH:11]=1)=[CH:9][C:8]([OH:12])=[CH:7][C:6]=2[CH3:13].[I-:14].[Na+].CN(C)CCN(C)C. (3) Given the product [CH3:1][C:2]([CH3:8])([CH:6]=[CH2:7])[CH2:3][C:4]1[N:9]=[CH:19][NH:20][CH:21]=1, predict the reactants needed to synthesize it. The reactants are: [CH3:1][C:2]([CH3:8])([CH:6]=[CH2:7])[CH2:3][CH:4]=O.[NH3:9].C1(C)C(S([CH2:19][N+:20]#[C-:21])(=O)=O)=CC=CC=1. (4) Given the product [C:30]([C:23]1[C:24]2[C:25](=[CH:26][N+:27]([O-:40])=[CH:28][CH:29]=2)[N:21]([CH2:20][C:19]([N:14]2[C@H:13]([C:11](=[O:12])[NH:10][C@@H:8]([C:4]3[CH:5]=[CH:6][CH:7]=[C:2]([Cl:1])[C:3]=3[F:34])[CH3:9])[CH2:18][C@@H:17]3[C@H:15]2[CH2:16]3)=[O:33])[N:22]=1)(=[O:31])[NH2:32], predict the reactants needed to synthesize it. The reactants are: [Cl:1][C:2]1[C:3]([F:34])=[C:4]([C@H:8]([NH:10][C:11]([C@@H:13]2[CH2:18][C@@H:17]3[C@@H:15]([CH2:16]3)[N:14]2[C:19](=[O:33])[CH2:20][N:21]2[C:25]3=[CH:26][N:27]=[CH:28][CH:29]=[C:24]3[C:23]([C:30]([NH2:32])=[O:31])=[N:22]2)=[O:12])[CH3:9])[CH:5]=[CH:6][CH:7]=1.ClC1C=C(C=CC=1)C(OO)=[O:40].